Dataset: Reaction yield outcomes from USPTO patents with 853,638 reactions. Task: Predict the reaction yield, written as a fraction of the theoretical maximum amount of product (1.0 means a 100% yield; for example, 0.34 means a 34% yield). (1) The reactants are [C:1]1([P:7]([C:14]2[CH:19]=[CH:18][CH:17]=[CH:16][CH:15]=2)[C:8]2[CH:13]=[CH:12][CH:11]=[CH:10][CH:9]=2)[CH:6]=[CH:5][CH:4]=[CH:3][CH:2]=1.Br[CH:21]([CH3:27])[C:22]([O:24][CH2:25][CH3:26])=[O:23]. The catalyst is C(OCC)(=O)C. The product is [CH2:25]([O:24][C:22](=[O:23])[C:21](=[P:7]([C:1]1[CH:2]=[CH:3][CH:4]=[CH:5][CH:6]=1)([C:8]1[CH:13]=[CH:12][CH:11]=[CH:10][CH:9]=1)[C:14]1[CH:15]=[CH:16][CH:17]=[CH:18][CH:19]=1)[CH3:27])[CH3:26]. The yield is 0.750. (2) The reactants are [C:1]([CH2:3][C:4]([O:6][CH3:7])=[O:5])#[N:2].O.O.O.O.O.O.O.O.O.[S-2:17].[Na+].[Na+].C([O:23][CH2:24][C:25]([CH2:27]Cl)=O)(=O)C.C(N(CC)CC)C. The catalyst is CO.O. The product is [NH2:2][C:1]1[S:17][CH:27]=[C:25]([CH2:24][OH:23])[C:3]=1[C:4]([O:6][CH3:7])=[O:5]. The yield is 0.510. (3) The reactants are [CH3:1][C:2]1[N:7]=[C:6]([SH:8])[N:5]=[C:4]([OH:9])[CH:3]=1.C(=O)([O-])[O-].[K+].[K+].Br[CH2:17][C:18]1[N:22]([CH3:23])[CH:21]=[N:20][CH:19]=1. The catalyst is CN(C=O)C. The product is [CH3:1][C:2]1[N:7]=[C:6]([S:8][CH2:17][C:18]2[N:22]([CH3:23])[CH:21]=[N:20][CH:19]=2)[N:5]=[C:4]([OH:9])[CH:3]=1. The yield is 0.420. (4) The reactants are [N+:1]([C:4]1[CH:12]=[CH:11][CH:10]=[C:9]2[C:5]=1[CH:6]=[N:7][NH:8]2)([O-])=O.[H][H]. The catalyst is [Pd].C(O)C. The product is [NH:8]1[C:9]2[C:5](=[C:4]([NH2:1])[CH:12]=[CH:11][CH:10]=2)[CH:6]=[N:7]1. The yield is 1.00. (5) The reactants are [CH3:1][NH:2][S:3]([C:6]1[CH:11]=[CH:10][C:9]([C:12]2[N:17]=[C:16]([NH:18]C(=O)OC(C)(C)C)[CH:15]=[CH:14][CH:13]=2)=[CH:8][CH:7]=1)(=[O:5])=[O:4].[ClH:26].CO. The yield is 0.710. The catalyst is CO. The product is [ClH:26].[NH2:18][C:16]1[N:17]=[C:12]([C:9]2[CH:10]=[CH:11][C:6]([S:3]([NH:2][CH3:1])(=[O:4])=[O:5])=[CH:7][CH:8]=2)[CH:13]=[CH:14][CH:15]=1. (6) The reactants are CON(C)[C:4]([C@H:6]1[CH2:11][CH2:10][C@@H:9]([C:12]2([C:17]3[CH:22]=[CH:21][C:20]([Cl:23])=[CH:19][CH:18]=3)[O:16][CH2:15][CH2:14][O:13]2)[CH2:8][CH2:7]1)=[O:5].[Br-].O.Cl. The catalyst is O1CCCC1. The product is [Cl:23][C:20]1[CH:19]=[CH:18][C:17]([C:12]2([C@@H:9]3[CH2:8][CH2:7][C@H:6]([C:4](=[O:5])[CH2:8][CH2:7][CH:6]=[CH2:4])[CH2:11][CH2:10]3)[O:13][CH2:14][CH2:15][O:16]2)=[CH:22][CH:21]=1. The yield is 0.840.